Task: Predict the product of the given reaction.. Dataset: Forward reaction prediction with 1.9M reactions from USPTO patents (1976-2016) (1) Given the reactants C([O:8][C:9]1[C:10]([C:26]2[C:31]([F:32])=[CH:30][C:29]([F:33])=[CH:28][C:27]=2[F:34])=[C:11]([N:19]2[CH2:24][CH2:23][CH:22]([CH3:25])[CH2:21][CH2:20]2)[C:12]2[CH:17]=[N:16][CH:15]=[N:14][C:13]=2[N:18]=1)C1C=CC=CC=1.[H][H], predict the reaction product. The product is: [CH3:25][CH:22]1[CH2:23][CH2:24][N:19]([C:11]2[C:12]3[CH:17]=[N:16][CH:15]=[N:14][C:13]=3[N:18]=[C:9]([OH:8])[C:10]=2[C:26]2[C:31]([F:32])=[CH:30][C:29]([F:33])=[CH:28][C:27]=2[F:34])[CH2:20][CH2:21]1. (2) Given the reactants [CH2:1]([O:3][C:4](=[O:13])[CH:5]([C:7]1[N:11]=[C:10]([CH3:12])[O:9][N:8]=1)[CH3:6])[CH3:2].C1COCC1.[Li+].C[Si]([N-:24][Si](C)(C)C)(C)C.C1(P(ON)(C2C=CC=CC=2)=O)C=CC=CC=1, predict the reaction product. The product is: [NH2:24][C:5]([C:7]1[N:11]=[C:10]([CH3:12])[O:9][N:8]=1)([CH3:6])[C:4]([O:3][CH2:1][CH3:2])=[O:13]. (3) Given the reactants C([O:4][C@@H:5]1[C@@H:9]([CH:10](I)O)[O:8][C@@H:7]([N:13]2[CH:20]=[CH:19][C:17](=[O:18])[NH:16][C:14]2=[O:15])[CH2:6]1)(=O)C.CCN(C(C)C)C(C)C.C(=O)([O-])[O-].[K+].[K+].[Cl-].[NH4+], predict the reaction product. The product is: [C@@H:7]1([N:13]2[CH:20]=[CH:19][C:17](=[O:18])[NH:16][C:14]2=[O:15])[O:8][C@H:9]([CH3:10])[C@@H:5]([OH:4])[CH2:6]1. (4) Given the reactants Br[C:2]1[C:3](=[O:10])[N:4]([CH3:9])[CH:5]=[C:6]([Br:8])[N:7]=1.[NH2:11][C:12]1[CH:22]=[CH:21][C:15]([C:16]([O:18][CH2:19][CH3:20])=[O:17])=[CH:14][CH:13]=1.CN1CCCC1=O.[OH-].[Na+], predict the reaction product. The product is: [CH2:19]([O:18][C:16](=[O:17])[C:15]1[CH:21]=[CH:22][C:12]([NH:11][C:2]2[C:3](=[O:10])[N:4]([CH3:9])[CH:5]=[C:6]([Br:8])[N:7]=2)=[CH:13][CH:14]=1)[CH3:20]. (5) The product is: [O:29]=[C:7]1[C@@H:8]([NH:18][C:19](=[O:28])[O:20][CH2:21][C:22]2[CH:27]=[CH:26][CH:25]=[CH:24][CH:23]=2)[C@@H:9]([CH2:10][N:11]2[CH:16]=[CH:15][CH:14]=[CH:13][C:12]2=[O:17])[NH:6]1. Given the reactants COC1C=C(OC)C=CC=1C[N:6]1[C@H:9]([CH2:10][N:11]2[CH:16]=[CH:15][CH:14]=[CH:13][C:12]2=[O:17])[C@H:8]([NH:18][C:19](=[O:28])[O:20][CH2:21][C:22]2[CH:27]=[CH:26][CH:25]=[CH:24][CH:23]=2)[C:7]1=[O:29].OP([O-])([O-])=O.[K+].[K+], predict the reaction product. (6) The product is: [C:1]([O:5][C:6]([N:8]1[CH2:13][C:12]([CH3:15])([CH3:14])[CH2:11][CH2:10][CH:9]1[CH2:16][NH2:17])=[O:7])([CH3:4])([CH3:3])[CH3:2]. Given the reactants [C:1]([O:5][C:6]([N:8]1[CH2:13][C:12]([CH3:15])([CH3:14])[CH2:11][CH2:10][CH:9]1[CH2:16][NH:17]C(=O)C(F)(F)F)=[O:7])([CH3:4])([CH3:3])[CH3:2].C(=O)([O-])[O-].[Na+].[Na+].C(=O)([O-])[O-].[K+].[K+], predict the reaction product. (7) Given the reactants [C:1]([Si:3]([CH3:6])([CH3:5])[CH3:4])#[CH:2].C(N(CC)CC)C.[F:14][C:15]1[CH:16]=[C:17]([N:22]2[CH2:26][C@H:25]([CH2:27][N:28]3[CH:32]=[C:31]([CH3:33])[N:30]=[N:29]3)[O:24][C:23]2=[O:34])[CH:18]=[CH:19][C:20]=1I, predict the reaction product. The product is: [F:14][C:15]1[CH:16]=[C:17]([N:22]2[CH2:26][C@H:25]([CH2:27][N:28]3[CH:32]=[C:31]([CH3:33])[N:30]=[N:29]3)[O:24][C:23]2=[O:34])[CH:18]=[CH:19][C:20]=1[C:2]#[C:1][Si:3]([CH3:6])([CH3:5])[CH3:4]. (8) Given the reactants Cl.[NH2:2][C:3]1[CH:4]=[N:5][CH:6]=[C:7]([F:24])[C:8]=1[N:9]1[CH2:14][CH2:13][CH:12]([C:15]([N:17]2[CH2:22][CH2:21][N:20]([CH3:23])[CH2:19][CH2:18]2)=[O:16])[CH2:11][CH2:10]1.CCN(C(C)C)C(C)C.[C:34]([CH2:36][C:37](O)=[O:38])#[N:35].CCN=C=NCCCN(C)C, predict the reaction product. The product is: [C:34]([CH2:36][C:37]([NH:2][C:3]1[CH:4]=[N:5][CH:6]=[C:7]([F:24])[C:8]=1[N:9]1[CH2:10][CH2:11][CH:12]([C:15]([N:17]2[CH2:18][CH2:19][N:20]([CH3:23])[CH2:21][CH2:22]2)=[O:16])[CH2:13][CH2:14]1)=[O:38])#[N:35]. (9) Given the reactants [CH3:1][O:2][C:3]1[CH:10]=[CH:9][C:6]([CH:7]=O)=[CH:5][CH:4]=1.[CH2:11]([C:19]1[CH:25]=[CH:24][C:22]([NH2:23])=[CH:21][CH:20]=1)[CH2:12][CH2:13][CH2:14][CH2:15][CH2:16][CH2:17][CH3:18], predict the reaction product. The product is: [CH3:1][O:2][C:3]1[CH:10]=[CH:9][C:6]([CH2:7][NH:23][C:22]2[CH:24]=[CH:25][C:19]([CH2:11][CH2:12][CH2:13][CH2:14][CH2:15][CH2:16][CH2:17][CH3:18])=[CH:20][CH:21]=2)=[CH:5][CH:4]=1. (10) Given the reactants [F:1][C:2]1[CH:7]=[C:6]([O:8][CH2:9][CH:10]2[CH2:15][CH2:14][N:13]([CH2:16][C:17]([F:20])([CH3:19])[CH3:18])[CH2:12][CH2:11]2)[CH:5]=[CH:4][C:3]=1[C:21]1[N:22]=[CH:23][C:24]([C:27]([OH:29])=O)=[N:25][CH:26]=1.[NH:30]1[CH2:34][CH2:33][CH2:32][C@H:31]1[C:35]([NH2:37])=[O:36].C1C=CC2N(O)N=NC=2C=1.C(Cl)CCl.CCN(C(C)C)C(C)C.[NH4+].[Cl-], predict the reaction product. The product is: [F:1][C:2]1[CH:7]=[C:6]([O:8][CH2:9][CH:10]2[CH2:15][CH2:14][N:13]([CH2:16][C:17]([F:20])([CH3:18])[CH3:19])[CH2:12][CH2:11]2)[CH:5]=[CH:4][C:3]=1[C:21]1[N:22]=[CH:23][C:24]([C:27]([N:30]2[CH2:34][CH2:33][CH2:32][C@H:31]2[C:35]([NH2:37])=[O:36])=[O:29])=[N:25][CH:26]=1.